From a dataset of Reaction yield outcomes from USPTO patents with 853,638 reactions. Predict the reaction yield, written as a fraction of the theoretical maximum amount of product (1.0 means a 100% yield; for example, 0.34 means a 34% yield). The reactants are Br[C:2]1[CH:7]=[CH:6][C:5]([C:8]([F:11])([F:10])[F:9])=[CH:4][CH:3]=1.[C:12]([CH2:14][C:15]([O:17][CH2:18][CH3:19])=[O:16])#[N:13]. The catalyst is C1C=CC(/C=C/C(/C=C/C2C=CC=CC=2)=O)=CC=1.C1C=CC(/C=C/C(/C=C/C2C=CC=CC=2)=O)=CC=1.[Pd]. The product is [F:9][C:8]([F:11])([F:10])[C:5]1[CH:6]=[CH:7][C:2]([CH:14]([C:12]#[N:13])[C:15]([O:17][CH2:18][CH3:19])=[O:16])=[CH:3][CH:4]=1. The yield is 0.820.